Dataset: Reaction yield outcomes from USPTO patents with 853,638 reactions. Task: Predict the reaction yield, written as a fraction of the theoretical maximum amount of product (1.0 means a 100% yield; for example, 0.34 means a 34% yield). (1) The reactants are [CH3:1][C:2]1[C:3]([CH:8]=O)=[N:4][CH:5]=[CH:6][CH:7]=1.[C:10]([O:14][C:15](=[O:22])[NH:16][CH2:17][CH2:18][CH2:19][CH2:20][NH2:21])([CH3:13])([CH3:12])[CH3:11].[BH4-].[Na+]. The catalyst is CO. The product is [C:10]([O:14][C:15](=[O:22])[NH:16][CH2:17][CH2:18][CH2:19][CH2:20][NH:21][CH2:8][C:3]1[C:2]([CH3:1])=[CH:7][CH:6]=[CH:5][N:4]=1)([CH3:13])([CH3:11])[CH3:12]. The yield is 0.870. (2) The catalyst is C(Cl)Cl.CN(C)C=O.O1CCCC1.O. The reactants are [CH3:1][S:2][C:3]1[CH:8]=[CH:7][C:6]([CH:9]([CH2:13][C@H:14]2[CH2:18][CH2:17][CH2:16][O:15]2)[C:10]([OH:12])=O)=[CH:5][C:4]=1[C:19]([F:22])([F:21])[F:20].C(Cl)(=O)C(Cl)=O.[NH2:29][C:30]1[CH:35]=[N:34][CH:33]=[CH:32][N:31]=1.N1C=CC=CC=1. The yield is 0.610. The product is [CH3:1][S:2][C:3]1[CH:8]=[CH:7][C:6]([CH:9]([CH2:13][C@H:14]2[CH2:18][CH2:17][CH2:16][O:15]2)[C:10]([NH:29][C:30]2[CH:35]=[N:34][CH:33]=[CH:32][N:31]=2)=[O:12])=[CH:5][C:4]=1[C:19]([F:22])([F:21])[F:20]. (3) The reactants are [F:1][C:2]1[CH:7]=[C:6]([N+:8]([O-])=O)[CH:5]=[CH:4][C:3]=1[N:11]1[CH2:16][CH2:15][N:14]([CH2:17][CH2:18][S:19]([CH3:22])(=[O:21])=[O:20])[CH2:13][CH2:12]1. The catalyst is CCO.[Pd]. The product is [F:1][C:2]1[CH:7]=[C:6]([NH2:8])[CH:5]=[CH:4][C:3]=1[N:11]1[CH2:16][CH2:15][N:14]([CH2:17][CH2:18][S:19]([CH3:22])(=[O:20])=[O:21])[CH2:13][CH2:12]1. The yield is 0.980.